From a dataset of Drug-target binding data from BindingDB using IC50 measurements. Regression. Given a target protein amino acid sequence and a drug SMILES string, predict the binding affinity score between them. We predict pIC50 (pIC50 = -log10(IC50 in M); higher means more potent). Dataset: bindingdb_ic50. The small molecule is NC(=O)C(=O)O. The target protein (P00342) has sequence MSTVKEQLIQNLVPEDKLSRCKITVVGVGNVGMACAISILLKGLADELALVDADTNKLRGEALDLLHGSLFLSTPKIVFGKDYNVSANSKLVIITAGARMVSGETRLDLLQRNVAIMKAIVPGIVQNSPDCKIIIVTNPVDILTYVVWKISGFPVGRVIGSGCNLDSARFRYLIGEKLGVNPTSCHGWVLGEHGDSSVPIWSGVNVAGVTLKSLNPAIGTDSDKEHWKNVHKQVVEGGYEVLNMKGYTSWAIGLSVTDLARSILKNLKRVHPVTTLVKGFHGIKEEVFLSIPCVLGQSGITDFVKVNMTAEEEGLLKKSADTLWNMQKDLQL. The pIC50 is 4.5.